From a dataset of hERG potassium channel inhibition data for cardiac toxicity prediction from Karim et al.. Regression/Classification. Given a drug SMILES string, predict its toxicity properties. Task type varies by dataset: regression for continuous values (e.g., LD50, hERG inhibition percentage) or binary classification for toxic/non-toxic outcomes (e.g., AMES mutagenicity, cardiotoxicity, hepatotoxicity). Dataset: herg_karim. (1) The compound is CC1(C)CC(NC(=O)CC(O)(C(F)(F)F)C(F)(F)F)c2cc(-c3ccc(Cl)cc3)c(-c3ccc(Cl)cc3Cl)nc2O1. The result is 0 (non-blocker). (2) The molecule is COc1ccc([C@]2(O)CC[C@@H](N3CC(NC(=O)CNC(=O)c4cccc(C(F)(F)F)c4)C3)CC2)cc1. The result is 1 (blocker). (3) The molecule is Cc1nc2ccc(Oc3ccc4c(c3)OCO4)nc2c(=O)n1CC1CCCN(C(C)C)C1. The result is 0 (non-blocker).